Dataset: Serine/threonine kinase 33 screen with 319,792 compounds. Task: Binary Classification. Given a drug SMILES string, predict its activity (active/inactive) in a high-throughput screening assay against a specified biological target. (1) The molecule is S(=O)(=O)(N1CCN(CC1)C(=O)/C=C\c1occc1)c1ccc(cc1)C. The result is 0 (inactive). (2) The molecule is Fc1c(C\2N(Cc3ccncc3)C(=O)C(=O)C2=C(/O)c2cc3CC(Oc3cc2)C)cccc1. The result is 0 (inactive).